Dataset: Full USPTO retrosynthesis dataset with 1.9M reactions from patents (1976-2016). Task: Predict the reactants needed to synthesize the given product. (1) Given the product [Si:1]([O:18][CH2:19][C:20]1[C:21]([N:35]2[CH2:40][C@H:39]([CH3:41])[O:38][C@H:37]([CH3:42])[CH2:36]2)=[C:22]([F:34])[C:23]2[O:27][N:26]=[C:25]([C:28]([NH:47][CH2:46][CH:43]3[CH2:45][CH2:44]3)=[O:29])[C:24]=2[CH:33]=1)([C:14]([CH3:17])([CH3:15])[CH3:16])([C:8]1[CH:13]=[CH:12][CH:11]=[CH:10][CH:9]=1)[C:2]1[CH:7]=[CH:6][CH:5]=[CH:4][CH:3]=1, predict the reactants needed to synthesize it. The reactants are: [Si:1]([O:18][CH2:19][C:20]1[C:21]([N:35]2[CH2:40][C@H:39]([CH3:41])[O:38][C@H:37]([CH3:42])[CH2:36]2)=[C:22]([F:34])[C:23]2[O:27][N:26]=[C:25]([C:28](OCC)=[O:29])[C:24]=2[CH:33]=1)([C:14]([CH3:17])([CH3:16])[CH3:15])([C:8]1[CH:13]=[CH:12][CH:11]=[CH:10][CH:9]=1)[C:2]1[CH:7]=[CH:6][CH:5]=[CH:4][CH:3]=1.[CH:43]1([CH2:46][NH2:47])[CH2:45][CH2:44]1. (2) Given the product [CH3:32][N:24]1[C:25]2[C:26](=[N:27][CH:28]=[CH:29][C:30]=2[CH3:31])[N:22]([C:19]2[CH:18]=[CH:17][C:16]([O:15][C:3]3[N:2]([CH3:1])[C:6]4=[N:7][CH:8]=[CH:9][CH:10]=[C:5]4[N:4]=3)=[CH:21][CH:20]=2)[C:23]1=[O:33], predict the reactants needed to synthesize it. The reactants are: [CH3:1][N:2]1[C:6]2=[N:7][CH:8]=[CH:9][CH:10]=[C:5]2[N:4]=[C:3]1S(C)(=O)=O.[OH:15][C:16]1[CH:21]=[CH:20][C:19]([N:22]2[C:26]3=[N:27][CH:28]=[CH:29][C:30]([CH3:31])=[C:25]3[N:24]([CH3:32])[C:23]2=[O:33])=[CH:18][CH:17]=1.CC(C)([O-])C.[K+]. (3) Given the product [Br:5][C:6]1[CH:14]=[CH:13][C:9]([C:10](=[O:11])[CH2:18][CH2:17][Cl:16])=[C:8]([F:15])[CH:7]=1, predict the reactants needed to synthesize it. The reactants are: [Cl-].[Cl-].[Cl-].[Al+3].[Br:5][C:6]1[CH:14]=[CH:13][C:9]([C:10](Cl)=[O:11])=[C:8]([F:15])[CH:7]=1.[Cl:16][CH2:17][CH2:18]Cl. (4) Given the product [NH:1]([C:8]([C:10]1[CH:31]=[CH:30][C:13]2[N:14]([CH:17]([C:24]3[CH:25]=[CH:26][CH:27]=[CH:28][CH:29]=3)[CH2:18][C:19]([OH:21])=[O:20])[CH:15]=[N:16][C:12]=2[CH:11]=1)=[O:9])[C:2]1[CH:3]=[CH:4][CH:5]=[CH:6][CH:7]=1, predict the reactants needed to synthesize it. The reactants are: [NH:1]([C:8]([C:10]1[CH:31]=[CH:30][C:13]2[N:14]([CH:17]([C:24]3[CH:29]=[CH:28][CH:27]=[CH:26][CH:25]=3)[CH2:18][C:19]([O:21]CC)=[O:20])[CH:15]=[N:16][C:12]=2[CH:11]=1)=[O:9])[C:2]1[CH:7]=[CH:6][CH:5]=[CH:4][CH:3]=1.C(#N)C. (5) Given the product [CH2:1]1[CH:11]2[CH:2]1[CH2:3][O:4][C:5]1[CH:6]=[CH:7][CH:8]=[C:9]([O:12][C:13]3[N:18]=[CH:17][C:16]([NH:19][C:20](=[O:21])[C@@:22]([NH2:26])([CH3:25])[CH2:23][CH3:24])=[CH:15][CH:14]=3)[C:10]=12, predict the reactants needed to synthesize it. The reactants are: [CH2:1]1[CH:11]2[CH:2]1[CH2:3][O:4][C:5]1[CH:6]=[CH:7][CH:8]=[C:9]([O:12][C:13]3[N:18]=[CH:17][C:16]([NH:19][C:20]([C@@:22]([NH:26]C(=O)OC(C)(C)C)([CH3:25])[CH2:23][CH3:24])=[O:21])=[CH:15][CH:14]=3)[C:10]=12.C(O)(C(F)(F)F)=O. (6) Given the product [CH3:51][O:50][C:45]1[CH:46]=[CH:47][CH:48]=[CH:49][C:44]=1[CH2:43][O:42][CH2:41][CH2:40][CH2:39][O:38][C:35]1[CH:36]=[CH:37][C:32]([CH:31]2[CH2:30][CH2:29][N:28]([C:52]([O:54][CH2:55][C:56]3[CH:61]=[CH:60][CH:59]=[CH:58][CH:57]=3)=[O:53])[CH2:27][CH:26]2[O:25][CH2:24][C:23]2[CH:62]=[CH:63][C:20]([N:70]3[CH2:74][CH2:73][CH2:72][CH2:71]3)=[C:21]([O:64][CH2:65][CH2:66][CH2:67][O:68][CH3:69])[CH:22]=2)=[CH:33][CH:34]=1, predict the reactants needed to synthesize it. The reactants are: C1(C2C=CC=CC=2)C=CC=CC=1.CC(C)([O-])C.[Na+].Br[C:20]1[CH:63]=[CH:62][C:23]([CH2:24][O:25][CH:26]2[CH:31]([C:32]3[CH:37]=[CH:36][C:35]([O:38][CH2:39][CH2:40][CH2:41][O:42][CH2:43][C:44]4[CH:49]=[CH:48][CH:47]=[CH:46][C:45]=4[O:50][CH3:51])=[CH:34][CH:33]=3)[CH2:30][CH2:29][N:28]([C:52]([O:54][CH2:55][C:56]3[CH:61]=[CH:60][CH:59]=[CH:58][CH:57]=3)=[O:53])[CH2:27]2)=[CH:22][C:21]=1[O:64][CH2:65][CH2:66][CH2:67][O:68][CH3:69].[NH:70]1[CH2:74][CH2:73][CH2:72][CH2:71]1. (7) Given the product [CH2:17]([C:16]1[N:13]=[C:12]([N:9]2[CH2:8][CH2:7][CH:6]([C@H:4]([CH3:5])[CH2:3][CH2:2][OH:1])[CH2:11][CH2:10]2)[O:14][N:15]=1)[CH3:18], predict the reactants needed to synthesize it. The reactants are: [OH:1][CH2:2][CH2:3][C@H:4]([CH:6]1[CH2:11][CH2:10][N:9]([C:12]#[N:13])[CH2:8][CH2:7]1)[CH3:5].[OH:14][NH:15][C:16](=N)[CH2:17][CH3:18]. (8) Given the product [OH:9][C:7](=[CH:16][C:17](=[O:18])[CH3:19])[C:6]([O:13][CH2:14][CH3:15])=[O:12], predict the reactants needed to synthesize it. The reactants are: [O-]CC.[Na+].[Na].[C:6]([O:13][CH2:14][CH3:15])(=[O:12])[C:7]([O:9]CC)=O.[CH3:16][C:17]([CH3:19])=[O:18].S(=O)(=O)(O)O. (9) Given the product [CH2:1]([O:3][C:4]1[CH:5]=[C:6]([CH:9]=[CH:10][C:11]=1[O:12][CH2:15][C:16]1[CH:21]=[N:20][C:19]([O:22][CH3:23])=[CH:18][CH:17]=1)[CH:7]=[O:8])[CH3:2], predict the reactants needed to synthesize it. The reactants are: [CH2:1]([O:3][C:4]1[CH:5]=[C:6]([CH:9]=[CH:10][C:11]=1[OH:12])[CH:7]=[O:8])[CH3:2].Cl.Cl[CH2:15][C:16]1[CH:17]=[CH:18][C:19]([O:22][CH3:23])=[N:20][CH:21]=1.C(=O)([O-])[O-].[K+].[K+]. (10) Given the product [C:16]([O:20][C:21]([N:23]1[CH2:24][CH:25]=[C:26]([C:7]2[CH:8]=[CH:9][C:4]([C:3]([O:2][CH3:1])=[O:15])=[CH:5][C:6]=2[S:11]([CH3:14])(=[O:13])=[O:12])[CH2:27][CH2:28]1)=[O:22])([CH3:19])([CH3:17])[CH3:18], predict the reactants needed to synthesize it. The reactants are: [CH3:1][O:2][C:3](=[O:15])[C:4]1[CH:9]=[CH:8][C:7](Br)=[C:6]([S:11]([CH3:14])(=[O:13])=[O:12])[CH:5]=1.[C:16]([O:20][C:21]([N:23]1[CH2:28][CH:27]=[C:26](B2OC(C)(C)C(C)(C)O2)[CH2:25][CH2:24]1)=[O:22])([CH3:19])([CH3:18])[CH3:17].C(=O)([O-])[O-].[K+].[K+].